Dataset: Full USPTO retrosynthesis dataset with 1.9M reactions from patents (1976-2016). Task: Predict the reactants needed to synthesize the given product. Given the product [F:7][C:8]1[CH:15]=[CH:14][C:13]([NH:16][CH:17]2[CH2:22][CH2:21][CH2:20][N:19]([C:23]3[CH:28]=[CH:27][C:26]([C:29]4[CH:34]=[CH:33][CH:32]=[CH:31][C:30]=4[S:35]([CH3:38])(=[O:37])=[O:36])=[CH:25][C:24]=3[F:39])[C:18]2=[O:40])=[CH:12][C:9]=1[C:10]([NH:42][OH:46])=[NH:11], predict the reactants needed to synthesize it. The reactants are: C([O-])([O-])=O.[K+].[K+].[F:7][C:8]1[CH:15]=[CH:14][C:13]([NH:16][CH:17]2[CH2:22][CH2:21][CH2:20][N:19]([C:23]3[CH:28]=[CH:27][C:26]([C:29]4[CH:34]=[CH:33][CH:32]=[CH:31][C:30]=4[S:35]([CH3:38])(=[O:37])=[O:36])=[CH:25][C:24]=3[F:39])[C:18]2=[O:40])=[CH:12][C:9]=1[C:10]#[N:11].C[N:42](C=O)C.[OH2:46].